Dataset: Full USPTO retrosynthesis dataset with 1.9M reactions from patents (1976-2016). Task: Predict the reactants needed to synthesize the given product. (1) Given the product [NH:12]1[C:13]2[C:18](=[CH:17][CH:16]=[CH:15][CH:14]=2)[C:10]([C:8](=[O:9])[CH:32]([NH:31][C:30]2[CH:39]=[CH:40][CH:41]=[C:28]([O:27][CH3:26])[CH:29]=2)[C:33]2[N:34]([CH3:38])[CH:35]=[CH:36][N:37]=2)=[CH:11]1, predict the reactants needed to synthesize it. The reactants are: C(N(CC)CC)C.[CH:8]([C:10]1[C:18]2[C:13](=[CH:14][CH:15]=[CH:16][CH:17]=2)[N:12](C(OC(C)(C)C)=O)[CH:11]=1)=[O:9].[CH3:26][O:27][C:28]1[CH:29]=[C:30]([CH:39]=[CH:40][CH:41]=1)[N:31]=[CH:32][C:33]1[N:34]([CH3:38])[CH:35]=[CH:36][N:37]=1. (2) Given the product [C:1]([O:5][C:6](=[O:17])[NH:7][C:8]1[CH:13]=[C:12]([Cl:14])[C:11]([CH3:15])=[CH:10][C:9]=1[NH:16][C:23](=[O:22])[CH2:24][C:25]([C:27]1[CH:32]=[CH:31][CH:30]=[C:29]([C:33]2[CH:38]=[N:37][CH:36]=[C:35]([CH3:39])[N:34]=2)[CH:28]=1)=[O:26])([CH3:4])([CH3:2])[CH3:3], predict the reactants needed to synthesize it. The reactants are: [C:1]([O:5][C:6](=[O:17])[NH:7][C:8]1[CH:13]=[C:12]([Cl:14])[C:11]([CH3:15])=[CH:10][C:9]=1[NH2:16])([CH3:4])([CH3:3])[CH3:2].C([O:22][C:23](=O)[CH2:24][C:25]([C:27]1[CH:32]=[CH:31][CH:30]=[C:29]([C:33]2[CH:38]=[N:37][CH:36]=[C:35]([CH3:39])[N:34]=2)[CH:28]=1)=[O:26])(C)(C)C. (3) Given the product [Br:1][C:2]1[C:3]([NH2:14])=[N:4][C:5]([N:9]2[CH:13]=[CH:12][CH:11]=[N:10]2)=[N:6][C:7]=1[O:18][CH3:17], predict the reactants needed to synthesize it. The reactants are: [Br:1][C:2]1[C:3]([NH2:14])=[N:4][C:5]([N:9]2[CH:13]=[CH:12][CH:11]=[N:10]2)=[N:6][C:7]=1Cl.FC(F)(F)[CH2:17][O-:18].[Na+]. (4) The reactants are: Cl[CH2:2][C:3]([C:5]1[CH:6]=[C:7]2[C:11](=[CH:12][CH:13]=1)[NH:10][C:9]([C:14]([O:16][CH2:17][CH3:18])=[O:15])=[CH:8]2)=[O:4].[NH:19]1[CH2:23][CH2:22][CH2:21][CH2:20]1. Given the product [N:19]1([CH2:2][C:3]([C:5]2[CH:6]=[C:7]3[C:11](=[CH:12][CH:13]=2)[NH:10][C:9]([C:14]([O:16][CH2:17][CH3:18])=[O:15])=[CH:8]3)=[O:4])[CH2:23][CH2:22][CH2:21][CH2:20]1, predict the reactants needed to synthesize it.